Dataset: NCI-60 drug combinations with 297,098 pairs across 59 cell lines. Task: Regression. Given two drug SMILES strings and cell line genomic features, predict the synergy score measuring deviation from expected non-interaction effect. (1) Drug 1: CN(C)N=NC1=C(NC=N1)C(=O)N. Drug 2: C(=O)(N)NO. Cell line: OVCAR-4. Synergy scores: CSS=-0.299, Synergy_ZIP=2.63, Synergy_Bliss=-0.620, Synergy_Loewe=-5.56, Synergy_HSA=-5.13. (2) Drug 1: COC1=C(C=C2C(=C1)N=CN=C2NC3=CC(=C(C=C3)F)Cl)OCCCN4CCOCC4. Drug 2: COC1=C2C(=CC3=C1OC=C3)C=CC(=O)O2. Cell line: EKVX. Synergy scores: CSS=28.9, Synergy_ZIP=2.07, Synergy_Bliss=2.22, Synergy_Loewe=-2.97, Synergy_HSA=2.38. (3) Drug 1: C1C(C(OC1N2C=NC3=C2NC=NCC3O)CO)O. Drug 2: B(C(CC(C)C)NC(=O)C(CC1=CC=CC=C1)NC(=O)C2=NC=CN=C2)(O)O. Cell line: MDA-MB-231. Synergy scores: CSS=39.8, Synergy_ZIP=3.17, Synergy_Bliss=1.78, Synergy_Loewe=-37.4, Synergy_HSA=-0.0565.